Dataset: Forward reaction prediction with 1.9M reactions from USPTO patents (1976-2016). Task: Predict the product of the given reaction. (1) Given the reactants [NH2:1][C:2]1[CH:7]=[CH:6][C:5]([C:8]2([C:11]([O-:13])=[O:12])[CH2:10][CH2:9]2)=[CH:4][C:3]=1[C:14]#[C:15][Si](C)(C)C.[CH3:20]N(C=O)C, predict the reaction product. The product is: [NH:1]1[C:2]2[C:3](=[CH:4][C:5]([C:8]3([C:11]([O:13][CH3:20])=[O:12])[CH2:10][CH2:9]3)=[CH:6][CH:7]=2)[CH:14]=[CH:15]1. (2) Given the reactants [Cl:1][C:2]1[NH:6][C:5]2[CH:7]=[CH:8][CH:9]=[CH:10][C:4]=2[N:3]=1.[H-].[Na+].Br[CH2:14][C:15]([O:17][CH2:18][CH3:19])=[O:16], predict the reaction product. The product is: [Cl:1][C:2]1[N:6]([CH2:14][C:15]([O:17][CH2:18][CH3:19])=[O:16])[C:5]2[CH:7]=[CH:8][CH:9]=[CH:10][C:4]=2[N:3]=1.